From a dataset of Reaction yield outcomes from USPTO patents with 853,638 reactions. Predict the reaction yield, written as a fraction of the theoretical maximum amount of product (1.0 means a 100% yield; for example, 0.34 means a 34% yield). (1) The reactants are [C:1]([C:4]1[N:5]=[C:6]([C:24]2[C:29]([F:30])=[CH:28][CH:27]=[CH:26][C:25]=2[F:31])[O:7][C:8]=1[C:9]1[CH:23]=[CH:22][C:12]([CH2:13][NH:14]C(=O)OC(C)(C)C)=[CH:11][CH:10]=1)(=[O:3])[NH2:2].Cl.O1CCOCC1.C([O-])=O. The catalyst is C(Cl)Cl. The product is [NH2:14][CH2:13][C:12]1[CH:11]=[CH:10][C:9]([C:8]2[O:7][C:6]([C:24]3[C:25]([F:31])=[CH:26][CH:27]=[CH:28][C:29]=3[F:30])=[N:5][C:4]=2[C:1]([NH2:2])=[O:3])=[CH:23][CH:22]=1. The yield is 0.430. (2) The reactants are I[CH2:2][CH2:3][CH2:4][CH2:5][CH2:6][CH2:7][O:8][CH:9]1[CH2:14][CH2:13][CH2:12][CH2:11][O:10]1.Br[CH2:16][CH2:17][CH2:18][CH2:19][CH2:20][CH2:21][CH2:22][CH2:23][CH2:24][CH2:25][C:26]([O:28][CH2:29][CH3:30])=[O:27].CC([C@@H]1N=C(C2C=CC=C(C3OC[C@H](C(C)C)N=3)N=2)OC1)C. The catalyst is CC([C@H]1N=C(C2C=CC=C(C3OC[C@@H](C(C)C)N=3)N=2)OC1)C.CC(N(C)C)=O.C1COCC1.[Zn].Cl[Ni]Cl.C(COC)OC.IC1C=CC(CCCCCCCCCCCCCCCCCCO)=CC=1. The product is [O:10]1[CH2:11][CH2:12][CH2:13][CH2:14][CH:9]1[O:8][CH2:7][CH2:6][CH2:5][CH2:4][CH2:3][CH2:2][CH2:16][CH2:17][CH2:18][CH2:19][CH2:20][CH2:21][CH2:22][CH2:23][CH2:24][CH2:25][C:26]([O:28][CH2:29][CH3:30])=[O:27]. The yield is 0.710.